From a dataset of Reaction yield outcomes from USPTO patents with 853,638 reactions. Predict the reaction yield, written as a fraction of the theoretical maximum amount of product (1.0 means a 100% yield; for example, 0.34 means a 34% yield). (1) The reactants are [F:1][C:2]1[CH:3]=[C:4]2[N:9]([C:10]=1[CH2:11][NH2:12])[CH:8]=[CH:7][CH:6]=[CH:5]2.O[CH:14]1[O:18][C:17](=O)[CH2:16][CH:15]1[CH2:20][CH2:21][CH3:22]. The catalyst is ClCCCl.ClCCl. The product is [F:1][C:2]1[CH:3]=[C:4]2[N:9]([C:10]=1[CH2:11][N:12]1[CH2:14][CH:15]([CH2:20][CH2:21][CH3:22])[CH2:16][C:17]1=[O:18])[CH:8]=[CH:7][CH:6]=[CH:5]2. The yield is 0.200. (2) The reactants are [C:1]([C:3]1[C:4]([C:9]2[CH:14]=[CH:13][CH:12]=[CH:11][CH:10]=2)=[N:5][O:6][C:7]=1[CH3:8])#[CH:2].I[C:16]1[CH:22]=[CH:21][CH:20]=[CH:19][C:17]=1[NH2:18]. No catalyst specified. The product is [CH3:8][C:7]1[O:6][N:5]=[C:4]([C:9]2[CH:14]=[CH:13][CH:12]=[CH:11][CH:10]=2)[C:3]=1[C:1]#[C:2][C:16]1[CH:22]=[CH:21][CH:20]=[CH:19][C:17]=1[NH2:18]. The yield is 0.850. (3) The reactants are [C:1]([O:5][C:6](=[O:23])[CH2:7][C@H:8]1[CH2:11][C@H:10]([C:12]([O:14][C@H](C2C=CC=CC=2)C)=[O:13])[CH2:9]1)([CH3:4])([CH3:3])[CH3:2]. The catalyst is CO.[C].[Pd]. The product is [C:1]([O:5][C:6](=[O:23])[CH2:7][C@H:8]1[CH2:9][C@H:10]([C:12]([OH:14])=[O:13])[CH2:11]1)([CH3:4])([CH3:2])[CH3:3]. The yield is 0.970. (4) The reactants are [C:1]([O:5][C:6]([N:8]1[C@H:12]([CH2:13][CH3:14])[CH2:11][C:10](=O)[C@@H:9]1[CH2:16][C:17]1[CH:22]=[CH:21][CH:20]=[CH:19][CH:18]=1)=[O:7])([CH3:4])([CH3:3])[CH3:2].[F:23][C:24]([F:38])([F:37])[C:25]1[CH:26]=[C:27]([CH:30]=[C:31]([C:33]([F:36])([F:35])[F:34])[CH:32]=1)[CH2:28][NH2:29].[BH4-].[Na+].O. The catalyst is CO.CC(C)[O-].[Ti+4].CC(C)[O-].CC(C)[O-].CC(C)[O-]. The product is [C:1]([O:5][C:6]([N:8]1[C@H:12]([CH2:13][CH3:14])[CH2:11][C@H:10]([NH:29][CH2:28][C:27]2[CH:30]=[C:31]([C:33]([F:34])([F:35])[F:36])[CH:32]=[C:25]([C:24]([F:23])([F:37])[F:38])[CH:26]=2)[C@@H:9]1[CH2:16][C:17]1[CH:22]=[CH:21][CH:20]=[CH:19][CH:18]=1)=[O:7])([CH3:4])([CH3:3])[CH3:2]. The yield is 0.590. (5) The reactants are O.[NH2:2][NH2:3].[Cl:4][C:5]1[CH:10]=[CH:9][C:8]([C:11](=O)[CH2:12][N:13]2C(=O)CS[C:14]2=[O:19])=[CH:7][CH:6]=1. The catalyst is CO. The product is [Cl:4][C:5]1[CH:10]=[CH:9][C:8]([C:11]2[CH2:12][NH:13][C:14](=[O:19])[NH:2][N:3]=2)=[CH:7][CH:6]=1. The yield is 0.570. (6) The reactants are [CH3:1][O:2][C:3]1[CH:8]=[CH:7][C:6](/[CH:9]=[CH:10]/[C:11]2[CH:20]=[CH:19][C:14](C(OC)=O)=[CH:13][N:12]=2)=[CH:5][CH:4]=1.[OH-:21].[Na+].[CH3:23][OH:24]. No catalyst specified. The product is [CH3:1][O:2][C:3]1[CH:4]=[CH:5][C:6](/[CH:9]=[CH:10]/[C:11]2[N:12]=[CH:13][CH:14]=[CH:19][C:20]=2[C:23]([OH:24])=[O:21])=[CH:7][CH:8]=1. The yield is 0.780. (7) The reactants are C(OC([N:11]1[CH2:15][CH2:14][CH2:13][CH:12]1[CH:16]([NH:32][C:33]([O:35][C:36]([CH3:39])([CH3:38])[CH3:37])=[O:34])[C:17]1[CH:22]=[CH:21][C:20]([C:23](=[O:31])[NH:24][C:25]2[CH:30]=[CH:29][N:28]=[CH:27][CH:26]=2)=[CH:19][CH:18]=1)=O)C1C=CC=CC=1.[H][H]. The catalyst is CO.[Pd]. The product is [C:36]([O:35][C:33](=[O:34])[NH:32][CH:16]([C:17]1[CH:22]=[CH:21][C:20]([C:23](=[O:31])[NH:24][C:25]2[CH:26]=[CH:27][N:28]=[CH:29][CH:30]=2)=[CH:19][CH:18]=1)[CH:12]1[CH2:13][CH2:14][CH2:15][NH:11]1)([CH3:39])([CH3:37])[CH3:38]. The yield is 0.800.